Dataset: Reaction yield outcomes from USPTO patents with 853,638 reactions. Task: Predict the reaction yield, written as a fraction of the theoretical maximum amount of product (1.0 means a 100% yield; for example, 0.34 means a 34% yield). (1) The reactants are [O:1]1[C:6]2[CH:7]=[CH:8][C:9]([C:11]3[C:18]([CH3:19])=[CH:17][CH:16]=[C:15]([CH3:20])[C:12]=3[CH:13]=[O:14])=[CH:10][C:5]=2[CH2:4][CH2:3][CH2:2]1.C[Si]([C:25]#[N:26])(C)C.[Na]. The catalyst is ClCCl.[I-].[Zn+2].[I-]. The product is [O:1]1[C:6]2[CH:7]=[CH:8][C:9]([C:11]3[C:18]([CH3:19])=[CH:17][CH:16]=[C:15]([CH3:20])[C:12]=3[CH:13]([OH:14])[C:25]#[N:26])=[CH:10][C:5]=2[CH2:4][CH2:3][CH2:2]1. The yield is 0.790. (2) The reactants are CN(C(ON1N=NC2C=CC=NC1=2)=[N+](C)C)C.F[P-](F)(F)(F)(F)F.Cl.[F:26][C:27]1[CH:28]=[C:29]([NH:40][C:41]([C@H:43]2[C:52]3[C:47](=[CH:48][C:49]([O:53][CH3:54])=[CH:50][CH:51]=3)[CH2:46][CH2:45][NH:44]2)=[O:42])[CH:30]=[C:31]([F:39])[C:32]=1[C:33]([CH3:38])([CH3:37])[CH2:34][O:35][CH3:36].[C:55]([O:59][C:60](=[O:69])[CH2:61][C@@H:62]1[CH2:65][C@H:64]([C:66](O)=[O:67])[CH2:63]1)([CH3:58])([CH3:57])[CH3:56].CCN(C(C)C)C(C)C. The yield is 0.734. The product is [F:26][C:27]1[CH:28]=[C:29]([NH:40][C:41]([C@H:43]2[C:52]3[C:47](=[CH:48][C:49]([O:53][CH3:54])=[CH:50][CH:51]=3)[CH2:46][CH2:45][N:44]2[C:66]([C@@H:64]2[CH2:63][C@H:62]([CH2:61][C:60]([O:59][C:55]([CH3:58])([CH3:57])[CH3:56])=[O:69])[CH2:65]2)=[O:67])=[O:42])[CH:30]=[C:31]([F:39])[C:32]=1[C:33]([CH3:37])([CH3:38])[CH2:34][O:35][CH3:36]. The catalyst is CN(C=O)C.O. (3) The reactants are [F:1][C:2]1[CH:14]=[CH:13][C:5]([O:6][CH2:7][C:8]([O:10]CC)=[O:9])=[C:4]([CH3:15])[C:3]=1[NH:16][CH2:17][C:18]1[CH:23]=[C:22]([C:24]2[CH:29]=[CH:28][CH:27]=[C:26]([F:30])[CH:25]=2)[CH:21]=[CH:20][C:19]=1[F:31].[OH-].[Na+]. The catalyst is C1COCC1. The product is [F:1][C:2]1[CH:14]=[CH:13][C:5]([O:6][CH2:7][C:8]([OH:10])=[O:9])=[C:4]([CH3:15])[C:3]=1[NH:16][CH2:17][C:18]1[CH:23]=[C:22]([C:24]2[CH:29]=[CH:28][CH:27]=[C:26]([F:30])[CH:25]=2)[CH:21]=[CH:20][C:19]=1[F:31]. The yield is 0.800.